This data is from Forward reaction prediction with 1.9M reactions from USPTO patents (1976-2016). The task is: Predict the product of the given reaction. (1) The product is: [CH3:21][CH2:22]/[CH:18]=[CH:17]\[CH2:16]/[CH:15]=[CH:14]\[CH2:13]/[CH:12]=[CH:11]\[CH2:10]/[CH:9]=[CH:8]\[CH2:7]/[CH:6]=[CH:5]\[CH2:4][CH2:3][CH2:2][C:1]([OH:20])=[O:19]. Given the reactants [C:1]([OH:20])(=[O:19])[CH2:2][CH2:3][CH2:4][CH2:5][CH2:6][CH2:7][CH2:8]/[CH:9]=[CH:10]\[CH2:11][CH2:12][CH2:13][CH2:14][CH2:15][CH2:16][CH2:17][CH3:18].[C:21](O)(=O)[CH2:22]CCCCCC/C=C\C/C=C\CCCCC.CCCCCC, predict the reaction product. (2) Given the reactants [C:1]([O:5][C@@H:6]([C:12]1[C:27]([CH3:28])=[CH:26][C:15]2[N:16]=[C:17]([C:19]3[CH:24]=[CH:23][N:22]=[C:21](Cl)[CH:20]=3)[S:18][C:14]=2[C:13]=1[C:29]1[CH:34]=[CH:33][C:32]([Cl:35])=[CH:31][CH:30]=1)[C:7]([O:9][CH2:10][CH3:11])=[O:8])([CH3:4])([CH3:3])[CH3:2].[N:36]1[C:45]2[C:44](=[O:46])[NH:43][CH:42]=[CH:41][C:40]=2[CH:39]=[CH:38][CH:37]=1.C([O-])([O-])=O.[Cs+].[Cs+], predict the reaction product. The product is: [C:1]([O:5][C@@H:6]([C:12]1[C:27]([CH3:28])=[CH:26][C:15]2[N:16]=[C:17]([C:19]3[CH:24]=[CH:23][N:22]=[C:21]([N:43]4[C:44](=[O:46])[C:45]5[N:36]=[CH:37][CH:38]=[CH:39][C:40]=5[CH:41]=[CH:42]4)[CH:20]=3)[S:18][C:14]=2[C:13]=1[C:29]1[CH:30]=[CH:31][C:32]([Cl:35])=[CH:33][CH:34]=1)[C:7]([O:9][CH2:10][CH3:11])=[O:8])([CH3:2])([CH3:4])[CH3:3]. (3) Given the reactants [NH2:1][C:2]1[CH:3]=[C:4]2[C:9](=[CH:10][CH:11]=1)[CH2:8][N:7]([C:12]([O:14][C:15]([CH3:18])([CH3:17])[CH3:16])=[O:13])[CH2:6][CH2:5]2.[CH:19]([O:22][C:23]1[CH:31]=[C:30]([CH3:32])[CH:29]=[CH:28][C:24]=1[C:25](O)=[O:26])([CH3:21])[CH3:20].ON1C2C=CC=CC=2N=N1.Cl.CN(C)CCCN=C=NCC, predict the reaction product. The product is: [CH:19]([O:22][C:23]1[CH:31]=[C:30]([CH3:32])[CH:29]=[CH:28][C:24]=1[C:25]([NH:1][C:2]1[CH:3]=[C:4]2[C:9](=[CH:10][CH:11]=1)[CH2:8][N:7]([C:12]([O:14][C:15]([CH3:18])([CH3:17])[CH3:16])=[O:13])[CH2:6][CH2:5]2)=[O:26])([CH3:21])[CH3:20]. (4) Given the reactants [N:1]1[CH:6]=[CH:5][CH:4]=[C:3]([CH2:7][CH2:8][NH:9][C:10]2[CH:11]=[C:12]([CH:20]=[CH:21][CH:22]=2)[C:13]([O:15][C:16]([CH3:19])([CH3:18])[CH3:17])=[O:14])[CH:2]=1.[CH:23]1([O:28][C:29]2[CH:30]=[C:31](I)[CH:32]=[CH:33][C:34]=2[O:35][CH3:36])[CH2:27][CH2:26][CH2:25][CH2:24]1.CC(C)([O-])C.[Na+].F[B-](F)(F)F.C([PH+](C(C)(C)C)C(C)(C)C)(C)(C)C, predict the reaction product. The product is: [CH:23]1([O:28][C:29]2[CH:30]=[C:31]([N:9]([CH2:8][CH2:7][C:3]3[CH:2]=[N:1][CH:6]=[CH:5][CH:4]=3)[C:10]3[CH:11]=[C:12]([CH:20]=[CH:21][CH:22]=3)[C:13]([O:15][C:16]([CH3:19])([CH3:17])[CH3:18])=[O:14])[CH:32]=[CH:33][C:34]=2[O:35][CH3:36])[CH2:24][CH2:25][CH2:26][CH2:27]1. (5) Given the reactants [CH3:1][C:2]1[NH:3][C:4]([C:8]2[CH:9]=[C:10]([CH:27]=[CH:28][C:29]=2F)[C:11]([N:13]2[CH2:18][CH2:17][CH:16]([C:19]3[CH:26]=[CH:25][C:22]([C:23]#[N:24])=[CH:21][CH:20]=3)[CH2:15][CH2:14]2)=[O:12])=[C:5]([CH3:7])[N:6]=1.Cl.[NH:32]1[CH2:35][CH2:34][CH2:33]1.C(=O)([O-])[O-].[Cs+].[Cs+].O, predict the reaction product. The product is: [N:32]1([C:29]2[CH:28]=[CH:27][C:10]([C:11]([N:13]3[CH2:14][CH2:15][CH:16]([C:19]4[CH:26]=[CH:25][C:22]([C:23]#[N:24])=[CH:21][CH:20]=4)[CH2:17][CH2:18]3)=[O:12])=[CH:9][C:8]=2[C:4]2[NH:3][C:2]([CH3:1])=[N:6][C:5]=2[CH3:7])[CH2:35][CH2:34][CH2:33]1. (6) Given the reactants [NH2:1][C:2]1[N:3]=[CH:4][C:5]([C:20]2[CH:21]=[N:22][N:23]([CH:25]3[CH2:30][CH2:29][N:28](C(OC(C)(C)C)=O)[CH2:27][CH2:26]3)[CH:24]=2)=[C:6]2[CH:10]=[C:9]([C:11]3[CH:12]=[C:13]4[C:17](=[CH:18][CH:19]=3)[NH:16][N:15]=[CH:14]4)[O:8][C:7]=12.[ClH:38], predict the reaction product. The product is: [ClH:38].[NH:16]1[C:17]2[C:13](=[CH:12][C:11]([C:9]3[O:8][C:7]4=[C:2]([NH2:1])[N:3]=[CH:4][C:5]([C:20]5[CH:21]=[N:22][N:23]([CH:25]6[CH2:26][CH2:27][NH:28][CH2:29][CH2:30]6)[CH:24]=5)=[C:6]4[CH:10]=3)=[CH:19][CH:18]=2)[CH:14]=[N:15]1. (7) Given the reactants [CH:1]1([C:5]2[C:14](I)=[CH:13][C:8]([C:9]([O:11][CH3:12])=[O:10])=[C:7]([CH3:16])[CH:6]=2)[CH2:4][CH2:3][CH2:2]1.[CH3:17][Si:18]([C:21]#[CH:22])([CH3:20])[CH3:19], predict the reaction product. The product is: [CH:1]1([C:5]2[C:14]([C:22]#[C:21][Si:18]([CH3:20])([CH3:19])[CH3:17])=[CH:13][C:8]([C:9]([O:11][CH3:12])=[O:10])=[C:7]([CH3:16])[CH:6]=2)[CH2:4][CH2:3][CH2:2]1. (8) Given the reactants C([Li])CCC.[Si:6]([O:13][C@@H:14]([CH3:24])[C:15](=[O:23])[CH2:16]P(=O)(OC)OC)([C:9]([CH3:12])([CH3:11])[CH3:10])([CH3:8])[CH3:7].[CH:25](=O)[C:26]1[CH:31]=[CH:30][CH:29]=[CH:28][CH:27]=1.P(=O)([O-])[O-], predict the reaction product. The product is: [Si:6]([O:13][C@@H:14]([CH3:24])[C:15](=[O:23])/[CH:16]=[CH:25]/[C:26]1[CH:31]=[CH:30][CH:29]=[CH:28][CH:27]=1)([C:9]([CH3:12])([CH3:11])[CH3:10])([CH3:8])[CH3:7]. (9) Given the reactants [F:1][C:2]1[CH:7]=[CH:6][C:5]([C:8]2[C:13]([N:14]3[CH2:19][CH2:18][CH:17]([C:20]([OH:22])=O)[CH2:16][CH2:15]3)=[CH:12][N:11]=[CH:10][N:9]=2)=[CH:4][CH:3]=1.[CH3:23][NH:24][CH:25]1[CH2:30][CH2:29][O:28][CH2:27][CH2:26]1.CN(C(ON1N=NC2C=CC=NC1=2)=[N+](C)C)C.F[P-](F)(F)(F)(F)F.CCN(C(C)C)C(C)C, predict the reaction product. The product is: [F:1][C:2]1[CH:7]=[CH:6][C:5]([C:8]2[C:13]([N:14]3[CH2:19][CH2:18][CH:17]([C:20]([N:24]([CH3:23])[CH:25]4[CH2:30][CH2:29][O:28][CH2:27][CH2:26]4)=[O:22])[CH2:16][CH2:15]3)=[CH:12][N:11]=[CH:10][N:9]=2)=[CH:4][CH:3]=1.